From a dataset of Peptide-MHC class I binding affinity with 185,985 pairs from IEDB/IMGT. Regression. Given a peptide amino acid sequence and an MHC pseudo amino acid sequence, predict their binding affinity value. This is MHC class I binding data. The peptide sequence is FMIAFISCFA. The MHC is HLA-A02:01 with pseudo-sequence HLA-A02:01. The binding affinity (normalized) is 0.678.